Predict the product of the given reaction. From a dataset of Forward reaction prediction with 1.9M reactions from USPTO patents (1976-2016). (1) Given the reactants [F:1][C:2]1[CH:27]=[CH:26][CH:25]=[C:24]([F:28])[C:3]=1[CH2:4][N:5]1[CH:10]=[C:9]([Br:11])[C:8](=[O:12])[N:7]2[C:13]([CH3:23])=[C:14]([C:16]3[CH:21]=[CH:20][C:19]([OH:22])=[CH:18][CH:17]=3)[N:15]=[C:6]12.Br[CH2:30][CH:31]1[CH2:33][CH2:32]1.C([O-])([O-])=O.[K+].[K+], predict the reaction product. The product is: [F:28][C:24]1[CH:25]=[CH:26][CH:27]=[C:2]([F:1])[C:3]=1[CH2:4][N:5]1[CH:10]=[C:9]([Br:11])[C:8](=[O:12])[N:7]2[C:13]([CH3:23])=[C:14]([C:16]3[CH:17]=[CH:18][C:19]([O:22][CH2:30][CH:31]4[CH2:33][CH2:32]4)=[CH:20][CH:21]=3)[N:15]=[C:6]12. (2) Given the reactants O.C([N:9]1[CH2:14][CH2:13][CH:12]([CH3:15])[CH:11]([N:16]([CH3:26])[C:17]2[C:18]3[CH:25]=[CH:24][NH:23][C:19]=3[N:20]=[CH:21][N:22]=2)[CH2:10]1)C1C=CC=CC=1.C(O)(=O)C, predict the reaction product. The product is: [CH3:26][N:16]([C@@H:11]1[C@H:12]([CH3:15])[CH2:13][CH2:14][NH:9][CH2:10]1)[C:17]1[C:18]2[CH:25]=[CH:24][NH:23][C:19]=2[N:20]=[CH:21][N:22]=1.